Dataset: Full USPTO retrosynthesis dataset with 1.9M reactions from patents (1976-2016). Task: Predict the reactants needed to synthesize the given product. (1) Given the product [CH3:16][CH:17]([CH2:25][CH2:26][CH2:27][CH:28]([CH3:35])[CH2:29][CH2:30][CH2:31][CH:32]([CH3:34])[CH3:33])[CH2:18][CH2:19][CH2:20][C:21]([O:8][CH2:7][CH:5]1[CH2:4][O:3][C:2]([CH3:9])([CH3:1])[O:6]1)=[O:22], predict the reactants needed to synthesize it. The reactants are: [CH3:1][C:2]1([CH3:9])[O:6][CH:5]([CH2:7][OH:8])[CH2:4][O:3]1.C(=O)([O-])[O-].[K+].[K+].[CH3:16][CH:17]([CH2:25][CH2:26][CH2:27][CH:28]([CH3:35])[CH2:29][CH2:30][CH2:31][CH:32]([CH3:34])[CH3:33])[CH2:18][CH2:19][CH2:20][C:21](OC)=[O:22]. (2) Given the product [CH2:1]([C:3]1[CH:8]=[CH:7][C:6]([CH:9]2[CH2:14][N:13]([C:15]([N:17]3[CH2:22][CH2:21][O:20][CH2:19][CH2:18]3)=[O:16])[CH2:12][CH:11]([C:23](=[S:35])[NH2:25])[CH2:10]2)=[CH:5][CH:4]=1)[CH3:2], predict the reactants needed to synthesize it. The reactants are: [CH2:1]([C:3]1[CH:8]=[CH:7][C:6]([CH:9]2[CH2:14][N:13]([C:15]([N:17]3[CH2:22][CH2:21][O:20][CH2:19][CH2:18]3)=[O:16])[CH2:12][CH:11]([C:23]([NH2:25])=O)[CH2:10]2)=[CH:5][CH:4]=1)[CH3:2].COC1C=CC(P2(SP(C3C=CC(OC)=CC=3)(=S)S2)=[S:35])=CC=1. (3) Given the product [F:26][C:25]([F:28])([F:27])[C:23]([OH:29])=[O:24].[F:21][C:18]1[CH:17]=[CH:16][C:15]([C:12]2[N:11]=[CH:10][C:9]([NH:8][CH2:7][C:6]([OH:22])=[O:5])=[CH:14][CH:13]=2)=[CH:20][CH:19]=1, predict the reactants needed to synthesize it. The reactants are: C([O:5][C:6](=[O:22])[CH2:7][NH:8][C:9]1[CH:10]=[N:11][C:12]([C:15]2[CH:20]=[CH:19][C:18]([F:21])=[CH:17][CH:16]=2)=[CH:13][CH:14]=1)(C)(C)C.[C:23]([OH:29])([C:25]([F:28])([F:27])[F:26])=[O:24]. (4) Given the product [F:23][C:17]1[CH:18]=[C:19]([F:22])[CH:20]=[CH:21][C:16]=1[N:9]1[C:10]2[CH:15]=[CH:14][CH:13]=[CH:12][C:11]=2[N:7]([CH2:6][CH2:5][O:4][CH2:3][CH2:2][NH2:26])[S:8]1(=[O:25])=[O:24], predict the reactants needed to synthesize it. The reactants are: Br[CH2:2][CH2:3][O:4][CH2:5][CH2:6][N:7]1[C:11]2[CH:12]=[CH:13][CH:14]=[CH:15][C:10]=2[N:9]([C:16]2[CH:21]=[CH:20][C:19]([F:22])=[CH:18][C:17]=2[F:23])[S:8]1(=[O:25])=[O:24].[NH3:26].